From a dataset of NCI-60 drug combinations with 297,098 pairs across 59 cell lines. Regression. Given two drug SMILES strings and cell line genomic features, predict the synergy score measuring deviation from expected non-interaction effect. (1) Drug 1: C1=CC(=C2C(=C1NCCNCCO)C(=O)C3=C(C=CC(=C3C2=O)O)O)NCCNCCO. Drug 2: CS(=O)(=O)CCNCC1=CC=C(O1)C2=CC3=C(C=C2)N=CN=C3NC4=CC(=C(C=C4)OCC5=CC(=CC=C5)F)Cl. Cell line: BT-549. Synergy scores: CSS=42.2, Synergy_ZIP=8.27, Synergy_Bliss=9.04, Synergy_Loewe=-15.9, Synergy_HSA=7.95. (2) Drug 1: CC1C(C(CC(O1)OC2CC(CC3=C2C(=C4C(=C3O)C(=O)C5=C(C4=O)C(=CC=C5)OC)O)(C(=O)C)O)N)O.Cl. Drug 2: CC1C(C(CC(O1)OC2CC(CC3=C2C(=C4C(=C3O)C(=O)C5=CC=CC=C5C4=O)O)(C(=O)C)O)N)O. Cell line: OVCAR-4. Synergy scores: CSS=25.4, Synergy_ZIP=0.212, Synergy_Bliss=3.27, Synergy_Loewe=3.52, Synergy_HSA=6.22. (3) Drug 1: CN(C)N=NC1=C(NC=N1)C(=O)N. Drug 2: CS(=O)(=O)CCNCC1=CC=C(O1)C2=CC3=C(C=C2)N=CN=C3NC4=CC(=C(C=C4)OCC5=CC(=CC=C5)F)Cl. Cell line: HOP-62. Synergy scores: CSS=-1.66, Synergy_ZIP=0.835, Synergy_Bliss=-0.180, Synergy_Loewe=-3.02, Synergy_HSA=-3.61. (4) Drug 1: CN1C2=C(C=C(C=C2)N(CCCl)CCCl)N=C1CCCC(=O)O.Cl. Drug 2: CCC1(C2=C(COC1=O)C(=O)N3CC4=CC5=C(C=CC(=C5CN(C)C)O)N=C4C3=C2)O.Cl. Cell line: HCC-2998. Synergy scores: CSS=28.2, Synergy_ZIP=4.60, Synergy_Bliss=5.69, Synergy_Loewe=-13.4, Synergy_HSA=4.77. (5) Drug 1: CCCCC(=O)OCC(=O)C1(CC(C2=C(C1)C(=C3C(=C2O)C(=O)C4=C(C3=O)C=CC=C4OC)O)OC5CC(C(C(O5)C)O)NC(=O)C(F)(F)F)O. Drug 2: CC1C(C(CC(O1)OC2CC(CC3=C2C(=C4C(=C3O)C(=O)C5=CC=CC=C5C4=O)O)(C(=O)C)O)N)O. Cell line: HCT116. Synergy scores: CSS=38.4, Synergy_ZIP=-0.0905, Synergy_Bliss=0.673, Synergy_Loewe=-0.920, Synergy_HSA=2.11.